From a dataset of Catalyst prediction with 721,799 reactions and 888 catalyst types from USPTO. Predict which catalyst facilitates the given reaction. The catalyst class is: 197. Product: [Cl:9][C:10]1[C:11]([O:8][CH2:7][CH:1]2[CH2:6][CH2:5][CH:4]=[CH:3][CH2:2]2)=[CH:12][C:13]([F:19])=[C:14]([CH:18]=1)[C:15]([OH:17])=[O:16]. Reactant: [CH:1]1([CH2:7][OH:8])[CH2:6][CH2:5][CH:4]=[CH:3][CH2:2]1.[Cl:9][C:10]1[C:11](F)=[CH:12][C:13]([F:19])=[C:14]([CH:18]=1)[C:15]([OH:17])=[O:16].CC(C)([O-])C.[K+].